Predict the product of the given reaction. From a dataset of Forward reaction prediction with 1.9M reactions from USPTO patents (1976-2016). Given the reactants [NH2:1][C:2]1[N:10]=[C:9]2[C:5]([N:6]=[CH:7][N:8]2[CH:11]2[O:15][CH:14]([CH2:16][OH:17])[CH:13]([OH:18])[C:12]2([F:20])[CH3:19])=[C:4]([O:21][CH2:22][CH3:23])[N:3]=1.C(N(CC)CC)C.[P:31](Cl)(Cl)(=[O:36])[O:32][CH:33]([CH3:35])[CH3:34].CN1C=CN=C1, predict the reaction product. The product is: [NH2:1][C:2]1[N:10]=[C:9]2[C:5]([N:6]=[CH:7][N:8]2[C@@H:11]2[O:15][C@H:14]3[C@@H:13]([O:18][P@:31](=[O:36])([O:32][CH:33]([CH3:35])[CH3:34])[O:17][CH2:16]3)[C@:12]2([F:20])[CH3:19])=[C:4]([O:21][CH2:22][CH3:23])[N:3]=1.